Task: Regression. Given a peptide amino acid sequence and an MHC pseudo amino acid sequence, predict their binding affinity value. This is MHC class II binding data.. Dataset: Peptide-MHC class II binding affinity with 134,281 pairs from IEDB (1) The peptide sequence is EVDISVVVQDPKNVY. The MHC is HLA-DQA10201-DQB10303 with pseudo-sequence HLA-DQA10201-DQB10303. The binding affinity (normalized) is 0.361. (2) The peptide sequence is MVVERLGDYLVEQGM. The MHC is HLA-DPA10201-DPB10101 with pseudo-sequence HLA-DPA10201-DPB10101. The binding affinity (normalized) is 0.586.